From a dataset of Reaction yield outcomes from USPTO patents with 853,638 reactions. Predict the reaction yield, written as a fraction of the theoretical maximum amount of product (1.0 means a 100% yield; for example, 0.34 means a 34% yield). The reactants are [CH3:1][C:2]1[C:6]([C:7]([OH:9])=O)=[CH:5][O:4][N:3]=1.Cl.[CH3:11][NH:12][O:13][CH3:14].CN(C(ON1N=NC2C=CC=NC1=2)=[N+](C)C)C.F[P-](F)(F)(F)(F)F.CCN(C(C)C)C(C)C. The catalyst is C(Cl)Cl.O. The product is [CH3:14][O:13][N:12]([CH3:11])[C:7]([C:6]1[C:2]([CH3:1])=[N:3][O:4][CH:5]=1)=[O:9]. The yield is 0.900.